Dataset: Reaction yield outcomes from USPTO patents with 853,638 reactions. Task: Predict the reaction yield, written as a fraction of the theoretical maximum amount of product (1.0 means a 100% yield; for example, 0.34 means a 34% yield). The reactants are [C:1]12[C:12]([O:13][CH:14]3[CH2:19][CH2:18][CH:17]([NH:20]C(=O)OC(C)(C)C)[CH2:16][CH2:15]3)=[CH:11][CH:10]=[CH:9][C:8]=1[S:7][C:6]1[CH2:5][CH2:4][CH2:3][C:2]2=1.Cl.C(=O)([O-])[O-].[Na+].[Na+]. The catalyst is ClCCl. The product is [C:1]12[C:12]([O:13][CH:14]3[CH2:19][CH2:18][CH:17]([NH2:20])[CH2:16][CH2:15]3)=[CH:11][CH:10]=[CH:9][C:8]=1[S:7][C:6]1[CH2:5][CH2:4][CH2:3][C:2]2=1. The yield is 0.900.